Dataset: Reaction yield outcomes from USPTO patents with 853,638 reactions. Task: Predict the reaction yield, written as a fraction of the theoretical maximum amount of product (1.0 means a 100% yield; for example, 0.34 means a 34% yield). (1) The reactants are [S:1]1[C:5]2[CH:6]=[CH:7][CH:8]=[CH:9][C:4]=2[C:3]([C@H:10]2[CH2:15][CH2:14][C@H:13]([C:16]3[N:25]4[C:19]([CH2:20][NH:21][CH2:22][C:23]5[CH:29]=[C:28]([Cl:30])[CH:27]=[CH:26][C:24]=54)=[N:18][N:17]=3)[CH2:12][CH2:11]2)=[N:2]1.[C:31]1(=O)[CH2:34][CH2:33][CH2:32]1.C(O)(=O)C.C(O[BH-](OC(=O)C)OC(=O)C)(=O)C.[Na+].C(N(C(C)C)C(C)C)C. The catalyst is ClCCCl.CO. The product is [S:1]1[C:5]2[CH:6]=[CH:7][CH:8]=[CH:9][C:4]=2[C:3]([C@H:10]2[CH2:15][CH2:14][C@H:13]([C:16]3[N:25]4[C:19]([CH2:20][N:21]([CH:31]5[CH2:34][CH2:33][CH2:32]5)[CH2:22][C:23]5[CH:29]=[C:28]([Cl:30])[CH:27]=[CH:26][C:24]=54)=[N:18][N:17]=3)[CH2:12][CH2:11]2)=[N:2]1. The yield is 0.690. (2) The reactants are [CH3:1][N:2]([CH3:36])[C:3]1[CH:4]=[C:5]([C:9](=[N:16][O:17][CH2:18][C:19]2[N:24]=[C:23]([N:25]3C(=O)C4C(=CC=CC=4)C3=O)[CH:22]=[CH:21][CH:20]=2)[C:10]2[N:14]([CH3:15])[N:13]=[N:12][N:11]=2)[CH:6]=[CH:7][CH:8]=1.O.NN. The product is [CH3:1][N:2]([CH3:36])[C:3]1[CH:4]=[C:5]([C:9](=[N:16][O:17][CH2:18][C:19]2[N:24]=[C:23]([NH2:25])[CH:22]=[CH:21][CH:20]=2)[C:10]2[N:14]([CH3:15])[N:13]=[N:12][N:11]=2)[CH:6]=[CH:7][CH:8]=1. The yield is 0.890. The catalyst is C1COCC1. (3) The reactants are [Br:1][C:2]1[C:7]([C:8]2[C:9](=[O:21])[N:10]([CH2:19][CH3:20])[C:11]3[C:16]([CH:17]=2)=[CH:15][N:14]=[C:13](Cl)[CH:12]=3)=[CH:6][C:5]([NH:22][C:23]([NH:25][C:26]2[CH:31]=[CH:30][CH:29]=[CH:28][CH:27]=2)=[O:24])=[C:4]([F:32])[CH:3]=1.[CH3:33][N:34]([CH3:38])[C:35]([NH2:37])=[O:36].C([O-])([O-])=O.[Cs+].[Cs+].CC1(C)C2C(=C(P(C3C=CC=CC=3)C3C=CC=CC=3)C=CC=2)OC2C(P(C3C=CC=CC=3)C3C=CC=CC=3)=CC=CC1=2. The catalyst is O1CCOCC1.C1C=CC(/C=C/C(/C=C/C2C=CC=CC=2)=O)=CC=1.C1C=CC(/C=C/C(/C=C/C2C=CC=CC=2)=O)=CC=1.C1C=CC(/C=C/C(/C=C/C2C=CC=CC=2)=O)=CC=1.[Pd].[Pd]. The product is [Br:1][C:2]1[CH:3]=[C:4]([F:32])[C:5]([NH:22][C:23]([NH:25][C:26]2[CH:31]=[CH:30][CH:29]=[CH:28][CH:27]=2)=[O:24])=[CH:6][C:7]=1[C:8]1[C:9](=[O:21])[N:10]([CH2:19][CH3:20])[C:11]2[C:16]([CH:17]=1)=[CH:15][N:14]=[C:13]([NH:37][C:35](=[O:36])[N:34]([CH3:38])[CH3:33])[CH:12]=2. The yield is 0.0900. (4) The reactants are C([O-])(O)=O.[Na+].[CH3:6][O:7][CH2:8][CH2:9][O:10][CH2:11][C:12]([C:15]1[CH:20]=[CH:19][C:18]([NH2:21])=[CH:17][C:16]=1[N+:22]([O-:24])=[O:23])([CH3:14])[CH3:13].[C:25](Cl)(=[O:27])[CH3:26].O. The yield is 0.870. The catalyst is ClCCl. The product is [CH3:6][O:7][CH2:8][CH2:9][O:10][CH2:11][C:12]([C:15]1[CH:20]=[CH:19][C:18]([NH:21][C:25](=[O:27])[CH3:26])=[CH:17][C:16]=1[N+:22]([O-:24])=[O:23])([CH3:14])[CH3:13]. (5) The yield is 0.996. The product is [F:16][C:17]1[CH:24]=[CH:23][C:20]([CH2:21][N:9]2[C:6]3=[N:7][CH:8]=[C:3]([S:2][CH3:1])[N:4]=[C:5]3[CH:11]=[C:10]2[CH:12]=[O:13])=[CH:19][CH:18]=1. The catalyst is CN(C)C=O. The reactants are [CH3:1][S:2][C:3]1[N:4]=[C:5]2[CH:11]=[C:10]([CH:12]=[O:13])[NH:9][C:6]2=[N:7][CH:8]=1.[H-].[Na+].[F:16][C:17]1[CH:24]=[CH:23][C:20]([CH2:21]Br)=[CH:19][CH:18]=1.[Cl-].[NH4+]. (6) The reactants are [C:1]([C:3]1[CH:8]=[CH:7][CH:6]=[CH:5][C:4]=1[C:9]1[CH:14]=[CH:13][C:12]([CH2:15][C:16]2[C:17](=[O:42])[N:18]([C@H:28]3[CH2:33][CH2:32][C@H:31]([O:34][CH2:35][C:36](N(OC)C)=[O:37])[CH2:30][CH2:29]3)[C:19]3[N:20]([N:25]=[CH:26][CH:27]=3)[C:21]=2[CH2:22][CH2:23][CH3:24])=[CH:11][CH:10]=1)#[N:2].[CH:43]([Mg]Br)([CH3:45])[CH3:44].C(OCC)(=O)C. The catalyst is O1CCCC1. The product is [OH:37][CH:36]([CH:43]([CH3:45])[CH3:44])[CH2:35][O:34][C@H:31]1[CH2:32][CH2:33][C@H:28]([N:18]2[C:17](=[O:42])[C:16]([CH2:15][C:12]3[CH:13]=[CH:14][C:9]([C:4]4[C:3]([C:1]#[N:2])=[CH:8][CH:7]=[CH:6][CH:5]=4)=[CH:10][CH:11]=3)=[C:21]([CH2:22][CH2:23][CH3:24])[N:20]3[N:25]=[CH:26][CH:27]=[C:19]23)[CH2:29][CH2:30]1. The yield is 0.560.